Predict the reactants needed to synthesize the given product. From a dataset of Full USPTO retrosynthesis dataset with 1.9M reactions from patents (1976-2016). Given the product [CH3:1][C:2]1[CH:7]=[CH:6][C:5]([N+:8]([O-:10])=[O:9])=[CH:4][C:3]=1[N:11]1[CH2:22][CH2:21][CH2:20][CH2:19]1, predict the reactants needed to synthesize it. The reactants are: [CH3:1][C:2]1[CH:7]=[CH:6][C:5]([N+:8]([O-:10])=[O:9])=[CH:4][C:3]=1[NH2:11].C(=O)([O-])[O-].[K+].[K+].Br[CH2:19][CH:20](Br)[CH2:21][CH3:22].